Dataset: Experimentally validated miRNA-target interactions with 360,000+ pairs, plus equal number of negative samples. Task: Binary Classification. Given a miRNA mature sequence and a target amino acid sequence, predict their likelihood of interaction. (1) The miRNA is mmu-miR-680 with sequence GGGCAUCUGCUGACAUGGGGG. The protein sequence of the target gene is MGPISAPSCRWRIPWQGLLLTASLFTFWNPPTTAQLTIEAVPSNAAEGKEVLLLVHNLPQDPRGYNWYKGETVDANRRIIGYVISNQQITPGPAYSNRETIYPNASLLMRNVTRNDTGSYTLQVIKLNLMSEEVTGQFSVHPETPKPSISSNNSNPVEDKDAVAFTCEPETQNTTYLWWVNGQSLPVSPRLQLSNGNRTLTLLSVTRNDVGPYECEIQNPASANFSDPVTLNVLYGPDAPTISPSDTYYHAGVNLNLSCHAASNPPSQYSWSVNGTFQQYTQKLFIPNITTKNSGSYACH.... Result: 0 (no interaction). (2) The miRNA is hsa-miR-885-5p with sequence UCCAUUACACUACCCUGCCUCU. The protein sequence of the target gene is MRGTPKTHLLAFSLLCLLSKVRTQLCPTPCTCPWPPPRCPLGVPLVLDGCGCCRVCARRLGEPCDQLHVCDASQGLVCQPGAGPGGRGALCLLAEDDSSCEVNGRLYREGETFQPHCSIRCRCEDGGFTCVPLCSEDVRLPSWDCPHPRRVEVLGKCCPEWVCGQGGGLGTQPLPAQGPQFSGLVSSLPPGVPCPEWSTAWGPCSTTCGLGMATRVSNQNRFCRLETQRRLCLSRPCPPSRGRSPQNSAF. Result: 0 (no interaction). (3) The miRNA is hsa-miR-3973 with sequence ACAAAGUACAGCAUUAGCCUUAG. The protein sequence of the target gene is MPEFLEDPSVLTKDKLKSELVANNVTLPAGEQRKDVYVQLYLQHLTARNRPPLPAGTNSKGPPDFSSDEEREPTPVLGSGAAAAGRSRAAVGRKATKKTDKPRQEDKDDLDVTELTNEDLLDQLVKYGVNPGPIVGTTRKLYEKKLLKLREQGTESRSSTPLPTISSSAENTRQNGSNDSDRYSDNEEDSKIELKLEKREPLKGRAKTPVTLKQRRVEHNQSYSQAGITETEWTSGSSKGGPLQALTRESTRGSRRTPRKRVETSEHFRIDGPVISESTPIAETIMASSNESLVVNRVTG.... Result: 1 (interaction). (4) The miRNA is cel-miR-796 with sequence UGGAAUGUAGUUGAGGUUAGUAA. The protein sequence of the target gene is MATSDVKPKSISRAKKWSEEIENLYRFQQAGYRDEIEYKQVKQVAMVDRWPETGYVKKLQRRDNTFFYYNKERECEDKEVHKVKVYVY. Result: 0 (no interaction).